This data is from Full USPTO retrosynthesis dataset with 1.9M reactions from patents (1976-2016). The task is: Predict the reactants needed to synthesize the given product. (1) Given the product [CH3:41][N:40]([CH2:39][CH2:38][O:1][C:2]1[CH:3]=[CH:4][C:5]([O:17][CH2:18][C:19]2[CH:20]=[CH:21][CH:22]=[CH:23][CH:24]=2)=[C:6]([C:7]([NH:9][C:10]2[CH:11]=[N:12][CH:13]=[CH:14][CH:15]=2)=[O:8])[CH:16]=1)[C:42](=[O:43])[O:44][C:45]([CH3:46])([CH3:48])[CH3:47], predict the reactants needed to synthesize it. The reactants are: [OH:1][C:2]1[CH:3]=[CH:4][C:5]([O:17][CH2:18][C:19]2[CH:24]=[CH:23][CH:22]=[CH:21][CH:20]=2)=[C:6]([CH:16]=1)[C:7]([NH:9][C:10]1[CH:11]=[N:12][CH:13]=[CH:14][CH:15]=1)=[O:8].[H-].[Na+].CC1C=CC(S(O[CH2:38][CH2:39][N:40]([C:42]([O:44][C:45]([CH3:48])([CH3:47])[CH3:46])=[O:43])[CH3:41])(=O)=O)=CC=1.O. (2) Given the product [C:7]([NH2:21])(=[O:8])[CH2:6][CH2:5][CH2:10][C:11]([OH:13])=[O:12], predict the reactants needed to synthesize it. The reactants are: C([CH:5]([CH2:10][C:11]([OH:13])=[O:12])[CH2:6][C:7](O)=[O:8])C(C)C.C(OC(=O)C)(=O)C.[NH4+:21].[OH-]. (3) Given the product [Cl:1][C:2]1[CH:7]=[CH:6][C:5]([NH:8][C:9]([C:11]2[C:12]([CH3:21])=[N:13][C:14]([C:17]([F:20])([F:19])[F:18])=[CH:15][CH:16]=2)=[O:10])=[CH:4][C:3]=1[C:27]1[CH:26]=[C:25]([CH3:24])[CH:30]=[CH:29][N:28]=1, predict the reactants needed to synthesize it. The reactants are: [Cl:1][C:2]1[CH:7]=[CH:6][C:5]([NH:8][C:9]([C:11]2[C:12]([CH3:21])=[N:13][C:14]([C:17]([F:20])([F:19])[F:18])=[CH:15][CH:16]=2)=[O:10])=[CH:4][C:3]=1I.[Br-].[CH3:24][C:25]1[CH:30]=[CH:29][N:28]=[C:27]([Zn+])[CH:26]=1. (4) Given the product [N+:8]([C:5]1[CH:6]=[CH:7][C:2]([N:17]2[CH2:21][CH2:20][CH2:19][CH2:18]2)=[N:3][CH:4]=1)([O-:10])=[O:9], predict the reactants needed to synthesize it. The reactants are: Cl[C:2]1[CH:7]=[CH:6][C:5]([N+:8]([O-:10])=[O:9])=[CH:4][N:3]=1.C(=O)([O-])[O-].[K+].[K+].[NH:17]1[CH2:21][CH2:20][CH2:19][CH2:18]1.CCOC(C)=O. (5) Given the product [NH2:8][C:7]1[C:2]([C:15]#[N:13])=[N:3][C:4]([Cl:11])=[CH:5][CH:6]=1, predict the reactants needed to synthesize it. The reactants are: Cl[C:2]1[C:7]([N+:8]([O-])=O)=[CH:6][CH:5]=[C:4]([Cl:11])[N:3]=1.O.[NH4+:13].[OH-].[CH3:15]O. (6) The reactants are: [OH:1][CH2:2][C:3]1[CH:4]=[C:5]2[CH:11]=[C:10]([C:12]([N:14]([CH3:16])[CH3:15])=[O:13])[O:9][C:6]2=[N:7][CH:8]=1.[H-].[Na+].[CH3:19][O:20][C:21]1[CH:28]=[CH:27][C:24]([CH2:25]Cl)=[CH:23][CH:22]=1. Given the product [CH3:19][O:20][C:21]1[CH:28]=[CH:27][C:24]([CH2:25][O:1][CH2:2][C:3]2[CH:4]=[C:5]3[CH:11]=[C:10]([C:12]([N:14]([CH3:16])[CH3:15])=[O:13])[O:9][C:6]3=[N:7][CH:8]=2)=[CH:23][CH:22]=1, predict the reactants needed to synthesize it. (7) Given the product [C:41]([NH:40][C:37]1[CH:38]=[CH:39][C:34]([C:17]2[S:16][C:15]([CH2:14][O:13][C:10]3[CH:9]=[CH:8][C:7]([CH2:6][C@H:5]([O:22][CH2:23][CH3:24])[C:4]([OH:3])=[O:25])=[CH:12][CH:11]=3)=[C:19]([CH3:20])[CH:18]=2)=[CH:35][CH:36]=1)(=[O:43])[CH3:42], predict the reactants needed to synthesize it. The reactants are: C([O:3][C:4](=[O:25])[C@@H:5]([O:22][CH2:23][CH3:24])[CH2:6][C:7]1[CH:12]=[CH:11][C:10]([O:13][CH2:14][C:15]2[S:16][C:17](Br)=[CH:18][C:19]=2[CH3:20])=[CH:9][CH:8]=1)C.CC1(C)C(C)(C)OB([C:34]2[CH:39]=[CH:38][C:37]([NH:40][C:41](=[O:43])[CH3:42])=[CH:36][CH:35]=2)O1. (8) Given the product [ClH:53].[ClH:69].[CH3:1][O:2][C:3]1[CH:4]=[C:5]([N:11]([CH:12]2[CH2:13][CH2:14][N:15]([CH2:18][C:19]3[CH:24]=[CH:23][N:22]=[C:21]([C:25]4[CH:26]=[C:27]([O:35][CH3:36])[C:28]([O:33][CH3:34])=[C:29]([O:31][CH3:32])[CH:30]=4)[CH:20]=3)[CH2:16][CH2:17]2)[CH2:52][C:51]2[CH:54]=[CH:55][CH:56]=[C:49]([C:41]3[CH:42]=[C:43]([O:47][CH3:48])[C:44]([O:45][CH3:46])=[C:39]([O:38][CH3:37])[CH:40]=3)[CH:50]=2)[CH:6]=[C:7]([O:9][CH3:10])[CH:8]=1, predict the reactants needed to synthesize it. The reactants are: [CH3:1][O:2][C:3]1[CH:4]=[C:5]([NH:11][CH:12]2[CH2:17][CH2:16][N:15]([CH2:18][C:19]3[CH:24]=[CH:23][N:22]=[C:21]([C:25]4[CH:30]=[C:29]([O:31][CH3:32])[C:28]([O:33][CH3:34])=[C:27]([O:35][CH3:36])[CH:26]=4)[CH:20]=3)[CH2:14][CH2:13]2)[CH:6]=[C:7]([O:9][CH3:10])[CH:8]=1.[CH3:37][O:38][C:39]1[CH:40]=[C:41]([C:49]2[CH:50]=[C:51]([CH:54]=[CH:55][CH:56]=2)[CH2:52][Cl:53])[CH:42]=[C:43]([O:47][CH3:48])[C:44]=1[O:45][CH3:46].C1(N)C(F)=C(F)C(F)=C(N)C=1F.[ClH:69].Cl. (9) Given the product [Cl:34][CH2:10][C:8]1[N:9]=[C:4]([CH2:3][C:2]([CH3:22])([CH3:21])[CH3:1])[C:5]([C:12]2[CH:17]=[C:16]([O:18][CH3:19])[CH:15]=[CH:14][C:13]=2[F:20])=[CH:6][CH:7]=1, predict the reactants needed to synthesize it. The reactants are: [CH3:1][C:2]([CH3:22])([CH3:21])[CH2:3][C:4]1[N:9]=[C:8]([CH2:10]O)[CH:7]=[CH:6][C:5]=1[C:12]1[CH:17]=[C:16]([O:18][CH3:19])[CH:15]=[CH:14][C:13]=1[F:20].C(N(CC)CC)C.CS([Cl:34])(=O)=O. (10) Given the product [Br:3][C:4]1[C:5]([CH3:11])=[CH:6][C:7]([O:10][CH2:23][CH2:24][C:25]([CH3:27])([OH:28])[CH3:26])=[N:8][CH:9]=1.[Br:3][C:4]1[C:5]([CH3:11])=[CH:6][C:7](=[O:10])[N:8]([CH2:23][CH2:24][C:25]([OH:28])([CH3:27])[CH3:26])[CH:9]=1, predict the reactants needed to synthesize it. The reactants are: [H-].[Na+].[Br:3][C:4]1[C:5]([CH3:11])=[CH:6][C:7]([OH:10])=[N:8][CH:9]=1.CC1C=CC(S(O[CH2:23][CH2:24][C:25]([OH:28])([CH3:27])[CH3:26])(=O)=O)=CC=1.